This data is from Peptide-MHC class I binding affinity with 185,985 pairs from IEDB/IMGT. The task is: Regression. Given a peptide amino acid sequence and an MHC pseudo amino acid sequence, predict their binding affinity value. This is MHC class I binding data. (1) The peptide sequence is AEAQCTEAS. The MHC is HLA-B40:01 with pseudo-sequence HLA-B40:01. The binding affinity (normalized) is 0.0776. (2) The peptide sequence is AESHMDADLA. The MHC is HLA-B44:03 with pseudo-sequence HLA-B44:03. The binding affinity (normalized) is 0.351. (3) The peptide sequence is SPAIFQCSM. The MHC is HLA-B53:01 with pseudo-sequence HLA-B53:01. The binding affinity (normalized) is 0.144. (4) The peptide sequence is KMYWITRSK. The MHC is HLA-A02:12 with pseudo-sequence HLA-A02:12. The binding affinity (normalized) is 0.0847. (5) The peptide sequence is SLNRNFTLV. The MHC is HLA-A02:01 with pseudo-sequence HLA-A02:01. The binding affinity (normalized) is 0.708. (6) The MHC is H-2-Ld with pseudo-sequence H-2-Ld. The peptide sequence is NALLARISM. The binding affinity (normalized) is 0.349.